From a dataset of Peptide-MHC class II binding affinity with 134,281 pairs from IEDB. Regression. Given a peptide amino acid sequence and an MHC pseudo amino acid sequence, predict their binding affinity value. This is MHC class II binding data. The peptide sequence is MKDFDEPGHLAPTGM. The MHC is DRB3_0101 with pseudo-sequence DRB3_0101. The binding affinity (normalized) is 0.296.